Predict the product of the given reaction. From a dataset of Forward reaction prediction with 1.9M reactions from USPTO patents (1976-2016). (1) Given the reactants [O:1]1CCO[CH:2]1[C:6]1[S:10][C:9]([CH:11]=[CH:12][C:13]2[N:14]=[C:15]([NH:18][C:19](=[O:21])[CH3:20])[S:16][CH:17]=2)=[CH:8][C:7]=1[CH3:22], predict the reaction product. The product is: [CH:2]([C:6]1[S:10][C:9]([CH2:11][CH2:12][C:13]2[N:14]=[C:15]([NH:18][C:19](=[O:21])[CH3:20])[S:16][CH:17]=2)=[CH:8][C:7]=1[CH3:22])=[O:1]. (2) Given the reactants C([O:3][C:4]([C:6]1[N:7]([C:11]2[CH:12]=[N:13][C:14]([Cl:17])=[CH:15][CH:16]=2)[N:8]=[CH:9][CH:10]=1)=[O:5])C.[Li+].[OH-], predict the reaction product. The product is: [ClH:17].[Cl:17][C:14]1[N:13]=[CH:12][C:11]([N:7]2[C:6]([C:4]([OH:5])=[O:3])=[CH:10][CH:9]=[N:8]2)=[CH:16][CH:15]=1. (3) Given the reactants Br[C:2]1[CH:7]=[C:6]([C:8]2[N:12]3[CH:13]=[CH:14][CH:15]=[C:16]([CH3:17])[C:11]3=[N:10][C:9]=2[C:18]2[CH:23]=[CH:22][CH:21]=[C:20]([CH3:24])[N:19]=2)[CH:5]=[CH:4][N:3]=1.[CH3:25][S:26]([C:29]1[CH:34]=[CH:33][C:32](B(O)O)=[CH:31][CH:30]=1)(=[O:28])=[O:27], predict the reaction product. The product is: [CH3:17][C:16]1[C:11]2[N:12]([C:8]([C:6]3[CH:5]=[CH:4][N:3]=[C:2]([C:32]4[CH:33]=[CH:34][C:29]([S:26]([CH3:25])(=[O:28])=[O:27])=[CH:30][CH:31]=4)[CH:7]=3)=[C:9]([C:18]3[CH:23]=[CH:22][CH:21]=[C:20]([CH3:24])[N:19]=3)[N:10]=2)[CH:13]=[CH:14][CH:15]=1. (4) Given the reactants [Li+].[BH4-].CO.[Br:5][CH2:6][CH2:7][CH2:8][CH2:9][C:10]([CH3:22])([C:16]1[CH:21]=[CH:20][CH:19]=[CH:18][CH:17]=1)[C:11](OCC)=[O:12].[Cl-].[NH4+], predict the reaction product. The product is: [Br:5][CH2:6][CH2:7][CH2:8][CH2:9][C:10]([CH3:22])([C:16]1[CH:17]=[CH:18][CH:19]=[CH:20][CH:21]=1)[CH2:11][OH:12]. (5) Given the reactants [OH:1][C@H:2]1[CH2:7]CO[CH2:4][C@@H:3]1[N:8]1[CH2:16][C:15]2[C:14]3[CH:17]=[CH:18][CH:19]=[CH:20][C:13]=3[C:12]([CH2:21][C:22]3[CH:23]=[N:24][C:25]([O:28][CH3:29])=[CH:26][CH:27]=3)=[CH:11][C:10]=2[C:9]1=[O:30].N[C@@H]1[C@@H](O)CC[O:34][CH2:33]1, predict the reaction product. The product is: [CH3:29][O:28][C:25]1[N:24]=[CH:23][C:22]([CH2:21][C:12]2[C:13]3[CH:20]=[CH:19][CH:18]=[CH:17][C:14]=3[C:15]3[CH2:16][N:8]([C@@H:3]4[C@@H:2]([OH:1])[CH2:7][O:34][CH2:33][CH2:4]4)[C:9](=[O:30])[C:10]=3[CH:11]=2)=[CH:27][CH:26]=1. (6) The product is: [N+:8]([CH2:11][C:12]1([CH2:18][CH2:19][NH:20][S:22]([CH3:21])(=[O:24])=[O:23])[CH2:17][CH2:16][CH2:15][CH2:14][CH2:13]1)([O-:10])=[O:9]. Given the reactants C(N(CC)CC)C.[N+:8]([CH2:11][C:12]1([CH2:18][CH2:19][NH2:20])[CH2:17][CH2:16][CH2:15][CH2:14][CH2:13]1)([O-:10])=[O:9].[CH3:21][S:22](Cl)(=[O:24])=[O:23], predict the reaction product. (7) Given the reactants [CH2:1]([O:4][C@H:5]1[C@H:10]([O:11][CH2:12][CH:13]=[CH2:14])[C@@H:9]([O:15][CH2:16][CH:17]=[CH2:18])[C@H:8]([C:19]2[CH:24]=[CH:23][C:22]([Cl:25])=[C:21]([CH2:26][C:27]3[CH:32]=[CH:31][C:30]([O:33][CH2:34][CH3:35])=[CH:29][CH:28]=3)[CH:20]=2)[NH:7][C@@H:6]1[CH2:36][O:37][CH2:38][CH:39]=[CH2:40])[CH:2]=[CH2:3], predict the reaction product. The product is: [Cl:25][C:22]1[CH:23]=[CH:24][C:19]([C@H:8]2[C@H:9]([O:15]/[CH:16]=[CH:17]/[CH3:18])[C@@H:10]([O:11]/[CH:12]=[CH:13]/[CH3:14])[C@H:5]([O:4]/[CH:1]=[CH:2]/[CH3:3])[C@@H:6]([CH2:36][O:37]/[CH:38]=[CH:39]/[CH3:40])[NH:7]2)=[CH:20][C:21]=1[CH2:26][C:27]1[CH:28]=[CH:29][C:30]([O:33][CH2:34][CH3:35])=[CH:31][CH:32]=1. (8) The product is: [Cl:1][C:2]1[C:8]([N+:9]([O-:11])=[O:10])=[CH:7][C:5]([NH:6][S:25]([CH3:28])(=[O:27])=[O:26])=[C:4]([CH3:12])[CH:3]=1. Given the reactants [Cl:1][C:2]1[C:8]([N+:9]([O-:11])=[O:10])=[CH:7][C:5]([NH2:6])=[C:4]([CH3:12])[CH:3]=1.C(C1C=CC([N+]([O-])=O)=CC=1N[S:25]([CH3:28])(=[O:27])=[O:26])C, predict the reaction product. (9) Given the reactants [OH:1][NH:2][C:3](=[O:22])[CH:4]=[CH:5][CH2:6][CH2:7][CH2:8][CH2:9][CH:10]([OH:21])[C:11]1[CH:20]=[CH:19][C:18]2[C:13](=[CH:14][CH:15]=[CH:16][CH:17]=2)[CH:12]=1.[BH4-].[Na+], predict the reaction product. The product is: [OH:1][NH:2][C:3](=[O:22])[CH2:4][CH2:5][CH2:6][CH2:7][CH2:8][CH2:9][CH:10]([OH:21])[C:11]1[CH:20]=[CH:19][C:18]2[C:13](=[CH:14][CH:15]=[CH:16][CH:17]=2)[CH:12]=1. (10) Given the reactants [Cl:1][C:2]1[CH:3]=[C:4]([F:30])[C:5]([C:24]2[N:25]=[N:26][N:27]([CH3:29])[N:28]=2)=[C:6]([C:8]2[CH:9]=[CH:10][C:11]3[CH:15]([NH:16][C:17]([C:19]4([NH2:22])[CH2:21][CH2:20]4)=[O:18])[CH2:14][S:13][C:12]=3[CH:23]=2)[CH:7]=1.[CH3:31][C:32]1[O:36][C:35]([C:37](O)=[O:38])=[N:34][N:33]=1, predict the reaction product. The product is: [Cl:1][C:2]1[CH:3]=[C:4]([F:30])[C:5]([C:24]2[N:25]=[N:26][N:27]([CH3:29])[N:28]=2)=[C:6]([C:8]2[CH:9]=[CH:10][C:11]3[CH:15]([NH:16][C:17]([C:19]4([NH:22][C:37]([C:35]5[O:36][C:32]([CH3:31])=[N:33][N:34]=5)=[O:38])[CH2:21][CH2:20]4)=[O:18])[CH2:14][S:13][C:12]=3[CH:23]=2)[CH:7]=1.